Dataset: Full USPTO retrosynthesis dataset with 1.9M reactions from patents (1976-2016). Task: Predict the reactants needed to synthesize the given product. (1) Given the product [Cl:1][C:2]1[C:3]([C:18]#[N:19])=[CH:4][C:5]2[N:6]([C:8]([S:14]([Cl:29])(=[O:16])=[O:15])=[C:9]([CH:11]([CH3:13])[CH3:12])[N:10]=2)[CH:7]=1, predict the reactants needed to synthesize it. The reactants are: [Cl:1][C:2]1[C:3]([C:18]#[N:19])=[CH:4][C:5]2[N:6]([C:8]([S:14](O)(=[O:16])=[O:15])=[C:9]([CH:11]([CH3:13])[CH3:12])[N:10]=2)[CH:7]=1.C(N(CC)CC)C.P(Cl)(Cl)([Cl:29])=O.O. (2) Given the product [O:1]1[C:10]2[C:5](=[CH:6][C:7]([C:11]3[C:16]([CH:17]4[CH2:18][CH2:19]4)=[CH:15][C:14]([N:20]([CH3:22])[CH3:21])=[C:13]([CH3:23])[C:12]=3[CH:24]([O:29][CH:30]3[CH2:31][CH2:32]3)[C:25]([OH:27])=[O:26])=[CH:8][CH:9]=2)[CH2:4][CH2:3][CH2:2]1, predict the reactants needed to synthesize it. The reactants are: [O:1]1[C:10]2[C:5](=[CH:6][C:7]([C:11]3[C:16]([CH:17]4[CH2:19][CH2:18]4)=[CH:15][C:14]([N:20]([CH3:22])[CH3:21])=[C:13]([CH3:23])[C:12]=3[CH:24]([O:29][CH:30]3[CH2:32][CH2:31]3)[C:25]([O:27]C)=[O:26])=[CH:8][CH:9]=2)[CH2:4][CH2:3][CH2:2]1.[OH-].[Na+]. (3) Given the product [C:1]([NH:5][C:6](=[O:7])[OH:8])([CH3:4])([CH3:3])[CH3:2].[CH3:25][C:22]1[C:21]([NH:26][C:11]([C:12]2([S:15]([NH2:18])(=[O:17])=[O:16])[CH2:14][CH2:13]2)=[O:10])=[C:20]([CH3:19])[O:24][N:23]=1, predict the reactants needed to synthesize it. The reactants are: [C:1]([NH:5][C:6](=[O:8])[OH:7])([CH3:4])([CH3:3])[CH3:2].C[O:10][CH2:11][C:12]1([S:15]([NH2:18])(=[O:17])=[O:16])[CH2:14][CH2:13]1.[CH3:19][C:20]1[O:24][N:23]=[C:22]([CH3:25])[C:21]=1[N:26]=C=O.